Dataset: Catalyst prediction with 721,799 reactions and 888 catalyst types from USPTO. Task: Predict which catalyst facilitates the given reaction. (1) Reactant: [CH3:1][N:2]1[CH:6]=[C:5]([CH3:7])[N:4]=[N:3]1.[Li]CCCC.[CH2:13]([Sn:17](Cl)([CH2:22][CH2:23][CH2:24][CH3:25])[CH2:18][CH2:19][CH2:20][CH3:21])[CH2:14][CH2:15][CH3:16].[NH4+].[Cl-]. Product: [CH3:1][N:2]1[C:6]([Sn:17]([CH2:18][CH2:19][CH2:20][CH3:21])([CH2:22][CH2:23][CH2:24][CH3:25])[CH2:13][CH2:14][CH2:15][CH3:16])=[C:5]([CH3:7])[N:4]=[N:3]1. The catalyst class is: 20. (2) Reactant: [H-].[Na+].[C:3]1([OH:9])[CH:8]=[CH:7][CH:6]=[CH:5][CH:4]=1.Cl[C:11]1[C:20]2[C:15](=[CH:16][CH:17]=[C:18]([I:21])[CH:19]=2)[NH:14][C:13](=O)[N:12]=1. Product: [I:21][C:18]1[CH:19]=[C:20]2[C:15](=[CH:16][CH:17]=1)[N:14]=[CH:13][N:12]=[C:11]2[O:9][C:3]1[CH:8]=[CH:7][CH:6]=[CH:5][CH:4]=1. The catalyst class is: 3. (3) Reactant: [CH3:1][O:2][C:3]([C@@H:5]([N:13]1[CH2:21][C:17]2[CH:18]=[CH:19][S:20][C:16]=2[CH2:15][CH2:14]1)[C:6]1[CH:7]=[CH:8][CH:9]=[CH:10][C:11]=1[Cl:12])=[O:4].[S:22](=[O:26])(=[O:25])([OH:24])[OH:23]. Product: [CH3:1][O:2][C:3]([C@@H:5]([N:13]1[CH2:21][C:17]2[CH:18]=[CH:19][S:20][C:16]=2[CH2:15][CH2:14]1)[C:6]1[C:11]([Cl:12])=[CH:10][CH:9]=[CH:8][CH:7]=1)=[O:4].[OH:25][S:22]([OH:26])(=[O:24])=[O:23]. The catalyst class is: 573. (4) Reactant: C([O:8][C@H:9]1[C@H:13]2[O:14][CH2:15][C@:10]1([CH2:24][O:25]CC1C=CC=CC=1)[O:11][C@H:12]2[N:16]1[CH:23]=[CH:22][C:20](=[O:21])[NH:19][C:17]1=[O:18])C1C=CC=CC=1. Product: [OH:8][C@H:9]1[C@H:13]2[O:14][CH2:15][C@:10]1([CH2:24][OH:25])[O:11][C@H:12]2[N:16]1[CH:23]=[CH:22][C:20](=[O:21])[NH:19][C:17]1=[O:18]. The catalyst class is: 421.